This data is from Full USPTO retrosynthesis dataset with 1.9M reactions from patents (1976-2016). The task is: Predict the reactants needed to synthesize the given product. (1) Given the product [F:22][C:23]([F:34])([F:35])[O:24][C:25]1[CH:30]=[CH:29][C:28]([C:7]2[CH2:8][CH2:9][N:10]([C:13]([O:15][C:16]([CH3:17])([CH3:18])[CH3:19])=[O:14])[CH2:11][CH:12]=2)=[CH:27][CH:26]=1, predict the reactants needed to synthesize it. The reactants are: FC(F)(F)S(O[C:7]1[CH2:8][CH2:9][N:10]([C:13]([O:15][C:16]([CH3:19])([CH3:18])[CH3:17])=[O:14])[CH2:11][CH:12]=1)(=O)=O.[F:22][C:23]([F:35])([F:34])[O:24][C:25]1[CH:30]=[CH:29][C:28](B(O)O)=[CH:27][CH:26]=1.C([O-])([O-])=O.[Na+].[Na+]. (2) Given the product [F:23][CH:22]([F:24])[C:21]1[C:15]([C:16]([O:18][CH2:19][CH3:20])=[O:17])=[CH:14][N:4]=[C:3]([C:2]([F:10])([F:1])[C:6]([F:9])([F:8])[F:7])[N:5]=1, predict the reactants needed to synthesize it. The reactants are: [F:1][C:2]([F:10])([C:6]([F:9])([F:8])[F:7])[C:3](=[NH:5])[NH2:4].C(O[CH:14]=[C:15]([C:21](=O)[CH:22]([F:24])[F:23])[C:16]([O:18][CH2:19][CH3:20])=[O:17])C.CC[O-].[Na+]. (3) Given the product [ClH:41].[ClH:41].[NH2:29][CH2:28][C:27]1[CH:26]=[C:25]([C:20]2[C:19]3[N:18]([N:17]=[C:16]([NH:15][C:5]4[CH:6]=[CH:7][C:8]([N:9]5[CH:13]=[C:12]([CH3:14])[N:11]=[CH:10]5)=[C:3]([O:2][CH3:1])[CH:4]=4)[N:40]=3)[CH:23]=[C:22]([CH3:24])[CH:21]=2)[CH:39]=[CH:38][CH:37]=1, predict the reactants needed to synthesize it. The reactants are: [CH3:1][O:2][C:3]1[CH:4]=[C:5]([NH:15][C:16]2[N:40]=[C:19]3[C:20]([C:25]4[CH:26]=[C:27]([CH:37]=[CH:38][CH:39]=4)[CH2:28][NH:29]C(=O)OC(C)(C)C)=[CH:21][C:22]([CH3:24])=[CH:23][N:18]3[N:17]=2)[CH:6]=[CH:7][C:8]=1[N:9]1[CH:13]=[C:12]([CH3:14])[N:11]=[CH:10]1.[ClH:41]. (4) Given the product [C:4]([CH:3]=[N:31][C:29]([O:38][Si:11]([CH3:18])([CH3:17])[CH3:10])=[CH2:30])([CH3:5])=[CH2:7], predict the reactants needed to synthesize it. The reactants are: ClC1[CH:3]=[C:4]([CH:7]=CC=1)[CH:5]=O.[CH3:10][Si:11]([CH3:18])([CH3:17])N[Si:11]([CH3:18])([CH3:17])[CH3:10].C([Li])CCC.C[Si](Cl)(C)C.[CH2:29]([N:31](CC)CC)[CH3:30].C(Cl)(=[O:38])C. (5) Given the product [CH3:32][S:33]([OH:36])(=[O:35])=[O:34].[Cl:1][C:2]1[CH:3]=[N:4][N:5]([C:7]2([C:10]3[NH:31][C:13]4=[N:14][C:15]([N:18]5[CH2:23][CH2:22][CH2:21][C@@H:20]([C:24]([N:26]6[CH2:27][CH2:28][CH2:29][CH2:30]6)=[O:25])[CH2:19]5)=[CH:16][CH:17]=[C:12]4[N:11]=3)[CH2:9][CH2:8]2)[CH:6]=1, predict the reactants needed to synthesize it. The reactants are: [Cl:1][C:2]1[CH:3]=[N:4][N:5]([C:7]2([C:10]3[NH:31][C:13]4=[N:14][C:15]([N:18]5[CH2:23][CH2:22][CH2:21][C@@H:20]([C:24]([N:26]6[CH2:30][CH2:29][CH2:28][CH2:27]6)=[O:25])[CH2:19]5)=[CH:16][CH:17]=[C:12]4[N:11]=3)[CH2:9][CH2:8]2)[CH:6]=1.[CH3:32][S:33]([OH:36])(=[O:35])=[O:34].